This data is from Full USPTO retrosynthesis dataset with 1.9M reactions from patents (1976-2016). The task is: Predict the reactants needed to synthesize the given product. (1) Given the product [CH3:22][S:16][C:7]1[C:8]2[CH:15]=[CH:14][CH:13]=[CH:12][C:9]=2[NH:10][C:11]2[N:1]=[CH:2][CH:3]=[CH:4][C:5]=2[N:6]=1, predict the reactants needed to synthesize it. The reactants are: [N:1]1[C:11]2[NH:10][C:9]3[CH:12]=[CH:13][CH:14]=[CH:15][C:8]=3[C:7](=[S:16])[NH:6][C:5]=2[CH:4]=[CH:3][CH:2]=1.F[B-](F)(F)F.[CH3:22][O+](C)C. (2) Given the product [CH:57]1([CH2:56][N:23]([CH2:24][C:25]2[CH:30]=[C:29]([C:31]3[CH:36]=[CH:35][CH:34]=[C:33]([CH2:37][N:38]4[CH2:43][CH2:42][NH:41][C@@H:40]([CH3:51])[CH2:39]4)[CH:32]=3)[C:28]([F:52])=[CH:27][CH:26]=2)[C:21](=[O:22])[C:17]2[CH:18]=[CH:19][CH:20]=[C:15]([CH2:14][CH:11]3[CH2:10][CH2:9][NH:8][CH2:13][CH2:12]3)[CH:16]=2)[CH2:62][CH2:61][CH2:60][CH2:59][CH2:58]1, predict the reactants needed to synthesize it. The reactants are: CC(OC([N:8]1[CH2:13][CH2:12][CH:11]([CH2:14][C:15]2[CH:16]=[C:17]([C:21]([NH:23][CH2:24][C:25]3[CH:26]=[CH:27][C:28]([F:52])=[C:29]([C:31]4[CH:36]=[CH:35][CH:34]=[C:33]([CH2:37][N:38]5[CH2:43][CH2:42][N:41](C(OC(C)(C)C)=O)[C@@H:40]([CH3:51])[CH2:39]5)[CH:32]=4)[CH:30]=3)=[O:22])[CH:18]=[CH:19][CH:20]=2)[CH2:10][CH2:9]1)=O)(C)C.[H-].[Na+].Br[CH2:56][CH:57]1[CH2:62][CH2:61][CH2:60][CH2:59][CH2:58]1. (3) Given the product [C:21]1([CH3:25])[CH:22]=[CH:23][CH:24]=[C:19]([C:18]#[C:17][C:14]2([OH:26])[CH2:13][CH2:12][CH2:11][CH:10]3[CH:15]2[CH2:16][NH:8][CH2:9]3)[CH:20]=1, predict the reactants needed to synthesize it. The reactants are: C(OC([N:8]1[CH2:16][CH:15]2[CH:10]([CH2:11][CH2:12][CH2:13][C:14]2([OH:26])[C:17]#[C:18][C:19]2[CH:20]=[C:21]([CH3:25])[CH:22]=[CH:23][CH:24]=2)[CH2:9]1)=O)(C)(C)C.Cl. (4) Given the product [CH:27]([O:26][C:23]1[CH:24]=[CH:25][C:20]([CH:18]=[O:19])=[CH:21][C:22]=1[CH3:30])([CH3:29])[CH3:28], predict the reactants needed to synthesize it. The reactants are: FC1C=C(C2OC3(CCN([C:18]([C:20]4[CH:25]=[CH:24][C:23]([O:26][CH:27]([CH3:29])[CH3:28])=[C:22]([CH3:30])[CH:21]=4)=[O:19])CC3)CC(O)C=2)C=NC=1.[H-].[Na+].C(I)C. (5) Given the product [Br:14][C:15]1[CH:20]=[C:19]([C:21]2[O:22][C:23]([CH2:26][N:6]3[C:7]4[C:3](=[C:2]([Cl:1])[C:10]([C:11]#[N:12])=[CH:9][CH:8]=4)[CH:4]=[C:5]3[CH3:13])=[N:24][N:25]=2)[CH:18]=[N:17][CH:16]=1, predict the reactants needed to synthesize it. The reactants are: [Cl:1][C:2]1[C:10]([C:11]#[N:12])=[CH:9][CH:8]=[C:7]2[C:3]=1[CH:4]=[C:5]([CH3:13])[NH:6]2.[Br:14][C:15]1[CH:16]=[N:17][CH:18]=[C:19]([C:21]2[O:22][C:23]([CH2:26]Cl)=[N:24][N:25]=2)[CH:20]=1. (6) Given the product [F:41][C:27]([F:26])([F:40])[C:28]1[CH:29]=[C:30]([N:34]2[CH2:39][CH2:38][N:37]([CH2:2][CH2:3][CH2:4][CH2:5][N:6]3[C:14]4[CH2:13][CH2:12][CH2:11][C:10](=[O:15])[C:9]=4[CH:8]=[CH:7]3)[CH2:36][CH2:35]2)[CH:31]=[CH:32][CH:33]=1, predict the reactants needed to synthesize it. The reactants are: Cl[CH2:2][CH2:3][CH2:4][CH2:5][N:6]1[C:14]2[CH2:13][CH2:12][CH2:11][C:10](=[O:15])[C:9]=2[CH:8]=[CH:7]1.OC(C)(C)CC(=O)C.[I-].[Na+].[F:26][C:27]([F:41])([F:40])[C:28]1[CH:29]=[C:30]([N:34]2[CH2:39][CH2:38][NH:37][CH2:36][CH2:35]2)[CH:31]=[CH:32][CH:33]=1.C(=O)([O-])[O-].[K+].[K+].